This data is from NCI-60 drug combinations with 297,098 pairs across 59 cell lines. The task is: Regression. Given two drug SMILES strings and cell line genomic features, predict the synergy score measuring deviation from expected non-interaction effect. (1) Drug 1: CC(C1=C(C=CC(=C1Cl)F)Cl)OC2=C(N=CC(=C2)C3=CN(N=C3)C4CCNCC4)N. Drug 2: CCCCCOC(=O)NC1=NC(=O)N(C=C1F)C2C(C(C(O2)C)O)O. Cell line: SR. Synergy scores: CSS=61.8, Synergy_ZIP=3.23, Synergy_Bliss=5.68, Synergy_Loewe=-19.6, Synergy_HSA=4.22. (2) Drug 1: CC1=C2C(C(=O)C3(C(CC4C(C3C(C(C2(C)C)(CC1OC(=O)C(C(C5=CC=CC=C5)NC(=O)C6=CC=CC=C6)O)O)OC(=O)C7=CC=CC=C7)(CO4)OC(=O)C)O)C)OC(=O)C. Drug 2: C#CCC(CC1=CN=C2C(=N1)C(=NC(=N2)N)N)C3=CC=C(C=C3)C(=O)NC(CCC(=O)O)C(=O)O. Cell line: A549. Synergy scores: CSS=36.6, Synergy_ZIP=1.13, Synergy_Bliss=-1.56, Synergy_Loewe=-19.9, Synergy_HSA=-0.983. (3) Drug 1: CNC(=O)C1=CC=CC=C1SC2=CC3=C(C=C2)C(=NN3)C=CC4=CC=CC=N4. Drug 2: CCN(CC)CCCC(C)NC1=C2C=C(C=CC2=NC3=C1C=CC(=C3)Cl)OC. Cell line: SF-295. Synergy scores: CSS=29.1, Synergy_ZIP=-5.84, Synergy_Bliss=2.33, Synergy_Loewe=1.67, Synergy_HSA=3.05. (4) Drug 1: C1=C(C(=O)NC(=O)N1)F. Drug 2: C1=NNC2=C1C(=O)NC=N2. Cell line: MDA-MB-231. Synergy scores: CSS=15.5, Synergy_ZIP=-1.43, Synergy_Bliss=0.486, Synergy_Loewe=-13.2, Synergy_HSA=-2.55. (5) Drug 1: CC12CCC(CC1=CCC3C2CCC4(C3CC=C4C5=CN=CC=C5)C)O. Drug 2: CCC1(CC2CC(C3=C(CCN(C2)C1)C4=CC=CC=C4N3)(C5=C(C=C6C(=C5)C78CCN9C7C(C=CC9)(C(C(C8N6C)(C(=O)OC)O)OC(=O)C)CC)OC)C(=O)OC)O.OS(=O)(=O)O. Cell line: RXF 393. Synergy scores: CSS=39.2, Synergy_ZIP=0.476, Synergy_Bliss=3.31, Synergy_Loewe=3.86, Synergy_HSA=5.82. (6) Drug 1: CN(C)C1=NC(=NC(=N1)N(C)C)N(C)C. Drug 2: CC1=C(C=C(C=C1)NC(=O)C2=CC=C(C=C2)CN3CCN(CC3)C)NC4=NC=CC(=N4)C5=CN=CC=C5. Cell line: OVCAR-8. Synergy scores: CSS=0.773, Synergy_ZIP=3.86, Synergy_Bliss=7.71, Synergy_Loewe=0.809, Synergy_HSA=2.26.